From a dataset of Full USPTO retrosynthesis dataset with 1.9M reactions from patents (1976-2016). Predict the reactants needed to synthesize the given product. (1) Given the product [CH2:1]([C:3]1[CH:4]=[C:5]([C:11]2[CH:12]=[C:13]3[C:17](=[CH:18][CH:19]=2)[C:16](=[O:20])[CH2:15][CH2:14]3)[CH:6]=[CH:7][C:8]=1[OH:9])[CH3:2], predict the reactants needed to synthesize it. The reactants are: [CH2:1]([C:3]1[CH:4]=[C:5]([C:11]2[CH:12]=[C:13]3[C:17](=[CH:18][CH:19]=2)[C:16](=[O:20])[CH2:15][CH2:14]3)[CH:6]=[CH:7][C:8]=1[O:9]C)[CH3:2].B(Br)(Br)Br.O. (2) Given the product [C:1]([O:5][C:6](=[O:43])[CH2:7][N:8]([S:9]([C:12]1[CH:17]=[C:16]([Cl:18])[CH:15]=[C:14]([Cl:19])[CH:13]=1)(=[O:10])=[O:11])[C:20]1[CH:21]=[C:22]2[C:26](=[CH:27][CH:28]=1)[N:25]([C:29]1[CH:34]=[CH:33][C:32](=[O:35])[NH:31][N:30]=1)[CH:24]=[CH:23]2)([CH3:4])([CH3:2])[CH3:3], predict the reactants needed to synthesize it. The reactants are: [C:1]([O:5][C:6](=[O:43])[CH2:7][N:8]([C:20]1[CH:21]=[C:22]2[C:26](=[CH:27][CH:28]=1)[N:25]([C:29]1[N:30]=[N:31][C:32]([O:35]CC3C=CC=CC=3)=[CH:33][CH:34]=1)[CH:24]=[CH:23]2)[S:9]([C:12]1[CH:17]=[C:16]([Cl:18])[CH:15]=[C:14]([Cl:19])[CH:13]=1)(=[O:11])=[O:10])([CH3:4])([CH3:3])[CH3:2]. (3) Given the product [CH:11]1([C:9]2[NH:8][C:4]3=[N:5][CH:6]=[CH:7][C:2]([C:34]4[CH:33]=[CH:32][C:31]([S:28]([NH:27][CH:24]5[CH2:23][CH2:22][S:21](=[O:20])(=[O:46])[CH2:26][CH2:25]5)(=[O:29])=[O:30])=[CH:36][CH:35]=4)=[C:3]3[CH:10]=2)[CH2:13][CH2:12]1, predict the reactants needed to synthesize it. The reactants are: Cl[C:2]1[CH:7]=[CH:6][N:5]=[C:4]2[NH:8][C:9]([CH:11]3[CH2:13][CH2:12]3)=[CH:10][C:3]=12.C(=O)([O-])[O-].[Na+].[Na+].[O:20]=[S:21]1(=[O:46])[CH2:26][CH2:25][CH:24]([NH:27][S:28]([C:31]2[CH:36]=[CH:35][C:34](B3OC(C)(C)C(C)(C)O3)=[CH:33][CH:32]=2)(=[O:30])=[O:29])[CH2:23][CH2:22]1.ClCCl. (4) Given the product [C:12]([C:16]1[CH:21]=[C:20]([C:1](=[O:3])[CH3:2])[CH:19]=[CH:18][C:17]=1[OH:22])([CH3:15])([CH3:13])[CH3:14], predict the reactants needed to synthesize it. The reactants are: [C:1](Cl)(=[O:3])[CH3:2].[Cl-].[Al+3].[Cl-].[Cl-].C(Cl)Cl.[C:12]([C:16]1[CH:21]=[CH:20][CH:19]=[CH:18][C:17]=1[OH:22])([CH3:15])([CH3:14])[CH3:13]. (5) Given the product [Si:48]([O:55][CH2:56][C@@H:57]1[CH2:66][C:65]2[C:60](=[CH:61][CH:62]=[CH:63][CH:64]=2)[CH2:59][N:58]1[C:67]([C:69]1[CH:70]=[C:71]([CH:76]=[CH:77][C:78]=1[C:79]1[N:80]([CH2:95][CH2:96][O:97][CH2:98][CH2:99][O:100][Si:101]([C:114]([CH3:115])([CH3:116])[CH3:117])([C:102]2[CH:103]=[CH:104][CH:105]=[CH:106][CH:107]=2)[C:108]2[CH:109]=[CH:110][CH:111]=[CH:112][CH:113]=2)[CH:81]=[C:82]([C:84](=[O:94])[N:85]([CH2:90][CH2:91][CH2:92][CH3:93])[CH2:86][CH2:87][CH2:88][CH3:89])[N:83]=1)[C:72]([OH:74])=[O:73])=[O:68])([C:51]([CH3:52])([CH3:53])[CH3:54])([CH3:49])[CH3:50], predict the reactants needed to synthesize it. The reactants are: C(N(CCCC)C(C1N=C(C2C=CC(C(O)=O)=CC=2C(N2[C@H](CO)CC3C(=CC=CC=3)C2)=O)N(CCC2C=CC=CC=2)C=1)=O)CCC.[Si:48]([O:55][CH2:56][C@@H:57]1[CH2:66][C:65]2[C:60](=[CH:61][CH:62]=[CH:63][CH:64]=2)[CH2:59][N:58]1[C:67]([C:69]1[CH:70]=[C:71]([CH:76]=[CH:77][C:78]=1[C:79]1[N:80]([CH2:95][CH2:96][O:97][CH2:98][CH2:99][O:100][Si:101]([C:114]([CH3:117])([CH3:116])[CH3:115])([C:108]2[CH:113]=[CH:112][CH:111]=[CH:110][CH:109]=2)[C:102]2[CH:107]=[CH:106][CH:105]=[CH:104][CH:103]=2)[CH:81]=[C:82]([C:84](=[O:94])[N:85]([CH2:90][CH2:91][CH2:92][CH3:93])[CH2:86][CH2:87][CH2:88][CH3:89])[N:83]=1)[C:72]([O:74]C)=[O:73])=[O:68])([C:51]([CH3:54])([CH3:53])[CH3:52])([CH3:50])[CH3:49]. (6) Given the product [Cl:1][C:2]1[CH:18]=[C:17]([N:19]2[CH2:23][CH2:22][CH2:21][CH2:20]2)[CH:16]=[CH:15][C:3]=1[C:4]([NH:6][C:7]1[CH:12]=[CH:11][CH:10]=[CH:9][C:8]=1[CH:13]=[N:30][C@H:31]([CH3:32])[CH2:33][OH:34])=[O:5], predict the reactants needed to synthesize it. The reactants are: [Cl:1][C:2]1[CH:18]=[C:17]([N:19]2[CH2:23][CH2:22][CH2:21][CH2:20]2)[CH:16]=[CH:15][C:3]=1[C:4]([NH:6][C:7]1[CH:12]=[CH:11][CH:10]=[CH:9][C:8]=1[CH:13]=O)=[O:5].C(=O)([O-])[O-].[K+].[K+].[NH2:30][C@@H:31]([CH2:33][OH:34])[CH3:32]. (7) Given the product [Cl:1][C:2]1[N:7]=[C:6]([C:8]([O:14][CH3:13])=[O:9])[C:5]([O:10][CH3:11])=[C:4]([Cl:12])[N:3]=1, predict the reactants needed to synthesize it. The reactants are: [Cl:1][C:2]1[N:7]=[C:6]([CH:8]=[O:9])[C:5]([O:10][CH3:11])=[C:4]([Cl:12])[N:3]=1.[C:13](=O)(O)[O-:14].[Na+].BrBr.[Na+].[Cl-].